Predict the reactants needed to synthesize the given product. From a dataset of Full USPTO retrosynthesis dataset with 1.9M reactions from patents (1976-2016). Given the product [N:53]1[CH:54]=[CH:55][CH:56]=[CH:57][C:52]=1[C:49]1[CH:48]=[CH:47][C:46]([CH2:45][N:1]2[C:9]3[C:4](=[CH:5][CH:6]=[CH:7][CH:8]=3)[C:3]3([CH2:13][O:12][C:11]4[CH:14]=[C:15]5[C:19](=[CH:20][C:10]3=4)[CH2:18][CH2:17][O:16]5)[C:2]2=[O:21])=[CH:51][CH:50]=1, predict the reactants needed to synthesize it. The reactants are: [NH:1]1[C:9]2[C:4](=[CH:5][CH:6]=[CH:7][CH:8]=2)[C:3]2([CH2:13][O:12][C:11]3[CH:14]=[C:15]4[C:19](=[CH:20][C:10]2=3)[CH2:18][CH2:17][O:16]4)[C:2]1=[O:21].CC1C2C=C3C4(C5C(=CC=CC=5)NC4=O)COC3=CC=2ON=1.Cl[CH2:45][C:46]1[CH:51]=[CH:50][C:49]([C:52]2[CH:57]=[CH:56][CH:55]=[CH:54][N:53]=2)=[CH:48][CH:47]=1.BrCC1OC(C(F)(F)F)=CC=1.